From a dataset of Reaction yield outcomes from USPTO patents with 853,638 reactions. Predict the reaction yield, written as a fraction of the theoretical maximum amount of product (1.0 means a 100% yield; for example, 0.34 means a 34% yield). (1) The reactants are [CH3:1][C:2]1([CH3:9])[CH2:7][CH2:6][C:5](=[O:8])[CH:4]=[CH:3]1.[H][H]. The catalyst is C(OCC)(=O)C.[Pd]. The product is [CH3:1][C:2]1([CH3:9])[CH2:7][CH2:6][C:5](=[O:8])[CH2:4][CH2:3]1. The yield is 0.940. (2) The reactants are [NH2:1][C:2]1[CH:10]=[CH:9][C:5]([C:6]([OH:8])=O)=[CH:4][C:3]=1[O:11][CH3:12].[CH2:13]1[C@H:22]2[C@H:17]([CH2:18][CH2:19][C:20]3[CH:26]=[CH:25][CH:24]=[CH:23][C:21]=32)[NH:16][CH2:15][CH2:14]1.F[P-](F)(F)(F)(F)F.N1(OC(N(C)C)=[N+](C)C)C2N=CC=CC=2N=N1. No catalyst specified. The product is [NH2:1][C:2]1[CH:10]=[CH:9][C:5]([C:6]([N:16]2[C@@H:17]3[C@@H:22]([C:21]4[CH:23]=[CH:24][CH:25]=[CH:26][C:20]=4[CH2:19][CH2:18]3)[CH2:13][CH2:14][CH2:15]2)=[O:8])=[CH:4][C:3]=1[O:11][CH3:12]. The yield is 0.640. (3) The reactants are B(Cl)(Cl)Cl.C([O:12][CH2:13][CH:14]1[C:16]([F:18])([F:17])[CH:15]1[CH2:19][N:20]1[C:25](=[O:26])[CH:24]=[C:23]([NH:27][C:28]2[CH:33]=[CH:32][C:31]([CH3:34])=[C:30]([CH2:35][CH3:36])[CH:29]=2)[NH:22][C:21]1=[O:37])C1C=CC=CC=1. The catalyst is C(Cl)Cl.[Cl-].CO. The product is [OH:12][CH2:13][CH:14]1[C:16]([F:18])([F:17])[CH:15]1[CH2:19][N:20]1[C:25](=[O:26])[CH:24]=[C:23]([NH:27][C:28]2[CH:33]=[CH:32][C:31]([CH3:34])=[C:30]([CH2:35][CH3:36])[CH:29]=2)[NH:22][C:21]1=[O:37]. The yield is 0.890.